Dataset: Full USPTO retrosynthesis dataset with 1.9M reactions from patents (1976-2016). Task: Predict the reactants needed to synthesize the given product. The reactants are: [NH:1]1[CH:5]=[CH:4][N:3]=[C:2]1[CH:6]=O.[CH3:8][NH:9][CH3:10].[BH4-].[Na+]. Given the product [NH:1]1[CH:5]=[CH:4][N:3]=[C:2]1[CH2:6][N:9]([CH3:10])[CH3:8], predict the reactants needed to synthesize it.